This data is from Full USPTO retrosynthesis dataset with 1.9M reactions from patents (1976-2016). The task is: Predict the reactants needed to synthesize the given product. Given the product [Cl:24][CH2:22][C:19]1[CH:20]=[CH:21][C:16]([O:15][CH2:14][CH2:13][C:3]2[N:4]=[C:5]([C:7]3[CH:12]=[CH:11][CH:10]=[CH:9][CH:8]=3)[O:6][C:2]=2[CH3:1])=[CH:17][CH:18]=1, predict the reactants needed to synthesize it. The reactants are: [CH3:1][C:2]1[O:6][C:5]([C:7]2[CH:12]=[CH:11][CH:10]=[CH:9][CH:8]=2)=[N:4][C:3]=1[CH2:13][CH2:14][O:15][C:16]1[CH:21]=[CH:20][C:19]([CH2:22]O)=[CH:18][CH:17]=1.[Cl-:24].C(N(CC)CC)C.